Dataset: Full USPTO retrosynthesis dataset with 1.9M reactions from patents (1976-2016). Task: Predict the reactants needed to synthesize the given product. (1) Given the product [CH:30]1[C:31]2[NH:32][C:33]3[C:38](=[CH:37][CH:36]=[CH:35][CH:34]=3)[C:39]=2[C:27]([C:6]2[CH:5]=[CH:4][C:3]([CH2:2][OH:1])=[N:8][CH:7]=2)=[CH:28][CH:29]=1, predict the reactants needed to synthesize it. The reactants are: [OH:1][CH2:2][C:3]1[N:8]=[CH:7][C:6](B(O)O)=[CH:5][CH:4]=1.C(=O)([O-])[O-].[Cs+].[Cs+].ClCCl.FC(F)(F)S(O[C:27]1[C:39]2[C:38]3[C:33](=[CH:34][CH:35]=[CH:36][CH:37]=3)[NH:32][C:31]=2[CH:30]=[CH:29][CH:28]=1)(=O)=O. (2) The reactants are: Cl.Cl.[CH2:3]1[C:12]2[C:7](=[CH:8][CH:9]=[N:10][CH:11]=2)[CH2:6][CH2:5][N:4]1[C:13]1[CH:19]=[CH:18][C:16]([NH2:17])=[CH:15][CH:14]=1.[C:20]1([N:26]=[C:27]=[O:28])[CH:25]=[CH:24][CH:23]=[CH:22][CH:21]=1. Given the product [CH2:3]1[C:12]2[C:7](=[CH:8][CH:9]=[N:10][CH:11]=2)[CH2:6][CH2:5][N:4]1[C:13]1[CH:19]=[CH:18][C:16]([NH:17][C:27]([NH:26][C:20]2[CH:25]=[CH:24][CH:23]=[CH:22][CH:21]=2)=[O:28])=[CH:15][CH:14]=1, predict the reactants needed to synthesize it. (3) Given the product [NH2:9][C:5]1[CH2:6][O:7][CH2:8][C@:3]([C:10]2[CH:15]=[C:14]([NH:16][C:17]3[C:22]([O:23][CH3:24])=[CH:21][C:20]([NH2:25])=[CH:19][N:18]=3)[CH:13]=[CH:12][C:11]=2[F:28])([CH:2]([F:1])[F:29])[N:4]=1, predict the reactants needed to synthesize it. The reactants are: [F:1][CH:2]([F:29])[C@@:3]1([C:10]2[CH:15]=[C:14]([NH:16][C:17]3[C:22]([O:23][CH3:24])=[CH:21][C:20]([N+:25]([O-])=O)=[CH:19][N:18]=3)[CH:13]=[CH:12][C:11]=2[F:28])[CH2:8][O:7][CH2:6][C:5]([NH2:9])=[N:4]1.